This data is from Full USPTO retrosynthesis dataset with 1.9M reactions from patents (1976-2016). The task is: Predict the reactants needed to synthesize the given product. (1) Given the product [Br-:1].[Br:13][C:14]1[CH:19]=[CH:18][C:17]([N+:10]2[CH:11]=[CH:12][N:8]([CH2:5][CH2:4][CH2:3][CH2:2][CH2:7][CH3:6])[CH:9]=2)=[CH:16][CH:15]=1, predict the reactants needed to synthesize it. The reactants are: [Br:1][C:2]1[CH:7]=[CH:6][C:5]([N:8]2[CH:12]=[CH:11][N:10]=[CH:9]2)=[CH:4][CH:3]=1.[Br:13][CH2:14][CH2:15][CH2:16][CH2:17][CH2:18][CH3:19]. (2) Given the product [N+:1]([C:4]1[CH:5]=[C:6]2[C:12](=[CH:13][CH:14]=1)[CH:11]1[O:15][CH:7]2[CH2:8][N:9]([CH2:18][C:17]#[CH:16])[CH2:10]1)([O-:3])=[O:2], predict the reactants needed to synthesize it. The reactants are: [N+:1]([C:4]1[CH:5]=[C:6]2[C:12](=[CH:13][CH:14]=1)[CH:11]1[O:15][CH:7]2[CH2:8][NH:9][CH2:10]1)([O-:3])=[O:2].[CH2:16](Cl)[C:17]#[CH:18].C(=O)([O-])[O-].[K+].[K+].C1COCC1. (3) The reactants are: [C:1]1([CH:7]2[CH2:12][CH2:11][N:10]([C:13]([C:15]3[CH:16]=[N:17][C:18]4[N:19]([N:32]=[CH:33][C:34]=4[C:35](O)=[O:36])[C:20]=3[NH:21][C:22]3[CH:31]=[CH:30][CH:29]=[C:28]4[C:23]=3[CH:24]=[CH:25][CH:26]=[N:27]4)=[O:14])[CH2:9][CH2:8]2)[CH:6]=[CH:5][CH:4]=[CH:3][CH:2]=1.[CH2:38]([S:40]([NH2:43])(=[O:42])=[O:41])[CH3:39]. Given the product [C:1]1([CH:7]2[CH2:8][CH2:9][N:10]([C:13]([C:15]3[CH:16]=[N:17][C:18]4[N:19]([N:32]=[CH:33][C:34]=4[C:35]([NH:43][S:40]([CH2:38][CH3:39])(=[O:42])=[O:41])=[O:36])[C:20]=3[NH:21][C:22]3[CH:31]=[CH:30][CH:29]=[C:28]4[C:23]=3[CH:24]=[CH:25][CH:26]=[N:27]4)=[O:14])[CH2:11][CH2:12]2)[CH:6]=[CH:5][CH:4]=[CH:3][CH:2]=1, predict the reactants needed to synthesize it. (4) The reactants are: C([Li])(C)(C)C.[CH3:6][N:7]1[N:11]=[N:10][C:9]([C:12]2[CH:17]=[CH:16][CH:15]=[C:14]([CH3:18])[CH:13]=2)=[N:8]1.[CH3:19][Si:20]([CH3:23])([CH3:22])Cl. Given the product [CH3:19][Si:20]([CH2:6][N:7]1[N:11]=[N:10][C:9]([C:12]2[CH:17]=[CH:16][CH:15]=[C:14]([CH3:18])[CH:13]=2)=[N:8]1)([CH3:23])[CH3:22], predict the reactants needed to synthesize it. (5) The reactants are: [CH:1]1([CH2:4][C:5]([NH:7][C:8]2[N:9]=[C:10]3[CH:15]=[CH:14][C:13](I)=[N:12][N:11]3[CH:17]=2)=[O:6])[CH2:3][CH2:2]1.[F:18][C:19]1[CH:24]=[CH:23][C:22]([OH:25])=[CH:21][C:20]=1[NH:26][C:27]([C:29]1[N:33]([CH3:34])[N:32]=[C:31]([CH3:35])[CH:30]=1)=[O:28].C(=O)([O-])[O-].[K+].[K+]. Given the product [CH:1]1([CH2:4][C:5]([NH:7][C:8]2[N:9]=[C:10]3[CH:15]=[CH:14][C:13]([O:25][C:22]4[CH:23]=[CH:24][C:19]([F:18])=[C:20]([NH:26][C:27]([C:29]5[N:33]([CH3:34])[N:32]=[C:31]([CH3:35])[CH:30]=5)=[O:28])[CH:21]=4)=[N:12][N:11]3[CH:17]=2)=[O:6])[CH2:3][CH2:2]1, predict the reactants needed to synthesize it. (6) Given the product [NH:1]([C:17]([O:19][CH2:20][CH:21]1[C:22]2[C:27](=[CH:26][CH:25]=[CH:24][CH:23]=2)[C:28]2[C:33]1=[CH:32][CH:31]=[CH:30][CH:29]=2)=[O:18])[C@H:2]([C:11]([O:13][CH2:14][CH:15]=[CH2:16])=[O:12])[CH2:3][C:4](=[O:5])[OH:10], predict the reactants needed to synthesize it. The reactants are: [NH:1]([C:17]([O:19][CH2:20][CH:21]1[C:33]2[C:28](=[CH:29][CH:30]=[CH:31][CH:32]=2)[C:27]2[C:22]1=[CH:23][CH:24]=[CH:25][CH:26]=2)=[O:18])[C@H:2]([C:11]([O:13][CH2:14][CH:15]=[CH2:16])=[O:12])[CH2:3][C:4](=[O:10])[O:5]C(C)(C)C.C(O)(C(F)(F)F)=O. (7) Given the product [Br:27][C:14]1[N:15]=[N:16][C:11]([C:2]2[CH:3]=[CH:4][C:5]3[C:10](=[CH:9][CH:8]=[CH:7][CH:6]=3)[CH:1]=2)=[C:12]([C:18]2[CH:23]=[CH:22][N:21]=[CH:20][C:19]=2[F:24])[CH:13]=1, predict the reactants needed to synthesize it. The reactants are: [CH:1]1[C:10]2[C:5](=[CH:6][CH:7]=[CH:8][CH:9]=2)[CH:4]=[CH:3][C:2]=1[C:11]1[C:12]([C:18]2[CH:23]=[CH:22][N:21]=[CH:20][C:19]=2[F:24])=[CH:13][C:14](=O)[NH:15][N:16]=1.P(Br)(Br)([Br:27])=O. (8) Given the product [CH3:1][N:2]1[C:6]2[CH:7]=[CH:8][C:9]([N+:11]([O-:13])=[O:12])=[CH:10][C:5]=2[N:4]=[C:3]1[C:14]([NH2:19])=[O:16], predict the reactants needed to synthesize it. The reactants are: [CH3:1][N:2]1[C:6]2[CH:7]=[CH:8][C:9]([N+:11]([O-:13])=[O:12])=[CH:10][C:5]=2[N:4]=[C:3]1[C:14]([O:16]CC)=O.[NH3:19].O. (9) Given the product [F:1][C:2]1[CH:3]=[C:4]([N:5]2[C:21](=[O:20])[CH:22]=[C:23]([CH3:24])[N:25]=[C:26]2[CH2:27][CH2:28][CH2:29][O:30][C:31]2[CH:36]=[CH:35][CH:34]=[C:33]([F:37])[CH:32]=2)[CH:6]=[CH:7][C:8]=1[N:9]1[CH2:14][CH2:13][O:12][CH2:11][CH2:10]1, predict the reactants needed to synthesize it. The reactants are: [F:1][C:2]1[CH:3]=[C:4]([CH:6]=[CH:7][C:8]=1[N:9]1[CH2:14][CH2:13][O:12][CH2:11][CH2:10]1)[NH2:5].C[Al](C)C.C[O:20][C:21](=O)/[CH:22]=[C:23](\[NH:25][C:26](=O)[CH2:27][CH2:28][CH2:29][O:30][C:31]1[CH:36]=[CH:35][CH:34]=[C:33]([F:37])[CH:32]=1)/[CH3:24]. (10) Given the product [CH3:1][CH:2]1[C:6]2[CH:7]=[CH:8][C:9]([C:11]([O:13][CH3:14])=[O:12])=[CH:10][C:5]=2[O:4][CH2:3]1, predict the reactants needed to synthesize it. The reactants are: [CH3:1][C:2]1[C:6]2[CH:7]=[CH:8][C:9]([C:11]([O:13][CH3:14])=[O:12])=[CH:10][C:5]=2[O:4][CH:3]=1.[H][H].